From a dataset of NCI-60 drug combinations with 297,098 pairs across 59 cell lines. Regression. Given two drug SMILES strings and cell line genomic features, predict the synergy score measuring deviation from expected non-interaction effect. (1) Drug 1: CC(CN1CC(=O)NC(=O)C1)N2CC(=O)NC(=O)C2. Drug 2: B(C(CC(C)C)NC(=O)C(CC1=CC=CC=C1)NC(=O)C2=NC=CN=C2)(O)O. Cell line: HL-60(TB). Synergy scores: CSS=65.9, Synergy_ZIP=-2.14, Synergy_Bliss=5.49, Synergy_Loewe=9.68, Synergy_HSA=9.75. (2) Drug 1: CC1C(C(CC(O1)OC2CC(CC3=C2C(=C4C(=C3O)C(=O)C5=C(C4=O)C(=CC=C5)OC)O)(C(=O)C)O)N)O.Cl. Drug 2: CCCCC(=O)OCC(=O)C1(CC(C2=C(C1)C(=C3C(=C2O)C(=O)C4=C(C3=O)C=CC=C4OC)O)OC5CC(C(C(O5)C)O)NC(=O)C(F)(F)F)O. Cell line: SR. Synergy scores: CSS=54.3, Synergy_ZIP=-8.91, Synergy_Bliss=-14.7, Synergy_Loewe=-24.6, Synergy_HSA=-11.4. (3) Drug 1: CN1CCC(CC1)COC2=C(C=C3C(=C2)N=CN=C3NC4=C(C=C(C=C4)Br)F)OC. Drug 2: CCCCCOC(=O)NC1=NC(=O)N(C=C1F)C2C(C(C(O2)C)O)O. Cell line: IGROV1. Synergy scores: CSS=49.4, Synergy_ZIP=-1.64, Synergy_Bliss=0.0166, Synergy_Loewe=-39.6, Synergy_HSA=0.329. (4) Drug 1: C1=NC2=C(N=C(N=C2N1C3C(C(C(O3)CO)O)O)F)N. Drug 2: C(CN)CNCCSP(=O)(O)O. Cell line: SF-539. Synergy scores: CSS=-1.11, Synergy_ZIP=0.908, Synergy_Bliss=-2.43, Synergy_Loewe=-2.27, Synergy_HSA=-4.49.